This data is from Full USPTO retrosynthesis dataset with 1.9M reactions from patents (1976-2016). The task is: Predict the reactants needed to synthesize the given product. (1) Given the product [C:13]([O:1][C:2]1[CH:10]=[CH:9][C:5]([C:6]([OH:8])=[O:7])=[CH:4][CH:3]=1)(=[O:22])[CH2:14][CH2:15][CH2:16][CH2:17][CH2:18][CH2:19][CH2:20][CH3:21], predict the reactants needed to synthesize it. The reactants are: [OH:1][C:2]1[CH:10]=[CH:9][C:5]([C:6]([OH:8])=[O:7])=[CH:4][CH:3]=1.[OH-].[K+].[C:13](Cl)(=[O:22])[CH2:14][CH2:15][CH2:16][CH2:17][CH2:18][CH2:19][CH2:20][CH3:21].Cl. (2) Given the product [CH2:16]([O:1][C:2]1[CH:3]=[C:4]([CH:7]=[CH:8][CH:9]=1)[CH:5]=[O:6])[CH:17]([CH3:19])[CH3:18], predict the reactants needed to synthesize it. The reactants are: [OH:1][C:2]1[CH:3]=[C:4]([CH:7]=[CH:8][CH:9]=1)[CH:5]=[O:6].C(=O)([O-])[O-].[K+].[K+].[CH2:16](I)[CH:17]([CH3:19])[CH3:18]. (3) Given the product [F:8][C:9]1[CH:34]=[CH:33][CH:32]=[CH:31][C:10]=1[O:11][C:12]1[C:17]([O:18][C:19]2[CH:20]=[N:21][C:22]([S:25]([CH3:28])(=[O:26])=[O:27])=[CH:23][CH:24]=2)=[CH:16][C:15]2[NH:29][C:6]([C:3]3[CH:4]=[CH:5][NH:1][N:2]=3)=[N:30][C:14]=2[CH:13]=1, predict the reactants needed to synthesize it. The reactants are: [NH:1]1[CH:5]=[CH:4][C:3]([CH:6]=O)=[N:2]1.[F:8][C:9]1[CH:34]=[CH:33][CH:32]=[CH:31][C:10]=1[O:11][C:12]1[CH:13]=[C:14]([NH2:30])[C:15]([NH2:29])=[CH:16][C:17]=1[O:18][C:19]1[CH:20]=[N:21][C:22]([S:25]([CH3:28])(=[O:27])=[O:26])=[CH:23][CH:24]=1. (4) Given the product [Cl:8][C:4]1[N:3]=[C:2]([NH:1][C:13]([NH:12][C:15]2[CH:16]=[C:16]([CH3:17])[CH:15]=[CH:19][C:19]=2[O:18][CH3:17])=[O:14])[CH:7]=[N:6][CH:5]=1, predict the reactants needed to synthesize it. The reactants are: [NH2:1][C:2]1[CH:7]=[N:6][CH:5]=[C:4]([Cl:8])[N:3]=1.C[Mg]I.[N-:12]=[C:13]=[O:14].[CH2:15]1[CH2:19][O:18][CH2:17][CH2:16]1. (5) Given the product [C:1]([O:5][C:6](=[O:27])[NH:7][CH2:8][C:9]1[CH:14]=[C:13]([O:15][C:16]2[CH:17]=[CH:18][C:19]([CH2:22][CH3:23])=[CH:20][CH:21]=2)[CH:12]=[CH:11][C:10]=1[NH2:24])([CH3:3])([CH3:2])[CH3:4], predict the reactants needed to synthesize it. The reactants are: [C:1]([O:5][C:6](=[O:27])[NH:7][CH2:8][C:9]1[CH:14]=[C:13]([O:15][C:16]2[CH:21]=[CH:20][C:19]([CH2:22][CH3:23])=[CH:18][CH:17]=2)[CH:12]=[CH:11][C:10]=1[N+:24]([O-])=O)([CH3:4])([CH3:3])[CH3:2].[Cl-].[NH4+].C(O)C. (6) Given the product [CH2:65]([O:72][C:73](=[O:81])[CH2:74][C@@H:75]([NH:80][C:34](=[O:35])[CH2:33][CH2:32][CH2:31][CH2:30][CH2:29][CH2:28][CH2:27][CH2:26][O:25][C:24]1[CH:36]=[CH:37][C:38]([F:41])=[C:39]([F:40])[C:23]=1[F:22])[CH2:76][N:77]([CH3:78])[CH3:79])[C:66]1[CH:71]=[CH:70][CH:69]=[CH:68][CH:67]=1, predict the reactants needed to synthesize it. The reactants are: FC1C(F)=C(F)C=CC=1O.BrCCCCCCCCCO.[F:22][C:23]1[C:39]([F:40])=[C:38]([F:41])[CH:37]=[CH:36][C:24]=1[O:25][CH2:26][CH2:27][CH2:28][CH2:29][CH2:30][CH2:31][CH2:32][CH2:33][CH2:34][OH:35].FC1C(F)=C(F)C=CC=1OCCCCCCCCC(O)=O.Cl.Cl.[CH2:65]([O:72][C:73](=[O:81])[CH2:74][C@@H:75]([NH2:80])[CH2:76][N:77]([CH3:79])[CH3:78])[C:66]1[CH:71]=[CH:70][CH:69]=[CH:68][CH:67]=1. (7) Given the product [N:40]([CH2:2][CH:3]([NH:12][C:13]1[CH:18]=[CH:17][C:16]([S:19]([NH2:22])(=[O:21])=[O:20])=[CH:15][C:14]=1[N+:23]([O-:25])=[O:24])[CH2:4][S:5][C:6]1[CH:11]=[CH:10][CH:9]=[CH:8][CH:7]=1)=[N+:41]=[N-:42], predict the reactants needed to synthesize it. The reactants are: O[CH2:2][CH:3]([NH:12][C:13]1[CH:18]=[CH:17][C:16]([S:19]([NH2:22])(=[O:21])=[O:20])=[CH:15][C:14]=1[N+:23]([O-:25])=[O:24])[CH2:4][S:5][C:6]1[CH:11]=[CH:10][CH:9]=[CH:8][CH:7]=1.C(N(CC)C(C)C)(C)C.CS(Cl)(=O)=O.[N-:40]=[N+:41]=[N-:42].[Na+]. (8) Given the product [CH3:1][O:2][C:3]([C:5]1[C:6](=[O:17])[S:7][C:8]2[C:13]([C:14]=1[OH:15])=[CH:12][CH:11]=[C:10]([C:23]1[CH:22]=[CH:21][CH:20]=[C:19]([F:18])[CH:24]=1)[CH:9]=2)=[O:4], predict the reactants needed to synthesize it. The reactants are: [CH3:1][O:2][C:3]([C:5]1[C:6](=[O:17])[S:7][C:8]2[C:13]([C:14]=1[OH:15])=[CH:12][CH:11]=[C:10](Br)[CH:9]=2)=[O:4].[F:18][C:19]1[CH:20]=[C:21](B(O)O)[CH:22]=[CH:23][CH:24]=1.